This data is from Catalyst prediction with 721,799 reactions and 888 catalyst types from USPTO. The task is: Predict which catalyst facilitates the given reaction. (1) Reactant: C[O:2][C:3]([C:5]1[C:13]2[C:8](=[CH:9][CH:10]=[C:11]([O:14][C:15]3[CH:20]=[CH:19][C:18]([O:21][CH:22]([CH3:24])[CH3:23])=[CH:17][CH:16]=3)[CH:12]=2)[N:7]([C:25]2[CH:30]=[CH:29][C:28]([O:31][CH2:32][C:33]3[CH:38]=[CH:37][CH:36]=[CH:35][CH:34]=3)=[CH:27][CH:26]=2)[C:6]=1[CH2:39][C:40]([O:42]C)=[O:41])=[O:4].[OH-].[Na+].O1CCOCC1.Cl. Product: [CH2:32]([O:31][C:28]1[CH:27]=[CH:26][C:25]([N:7]2[C:8]3[C:13](=[CH:12][C:11]([O:14][C:15]4[CH:20]=[CH:19][C:18]([O:21][CH:22]([CH3:24])[CH3:23])=[CH:17][CH:16]=4)=[CH:10][CH:9]=3)[C:5]([C:3]([OH:4])=[O:2])=[C:6]2[CH2:39][C:40]([OH:42])=[O:41])=[CH:30][CH:29]=1)[C:33]1[CH:34]=[CH:35][CH:36]=[CH:37][CH:38]=1. The catalyst class is: 2. (2) Reactant: CC(OC([NH:8][C@H:9]([C:16]([NH:18][C@@H:19]([CH2:25][CH2:26][C:27]1[CH:32]=[CH:31][CH:30]=[CH:29][CH:28]=1)/[CH:20]=[CH:21]/[C:22]([OH:24])=O)=[O:17])[CH2:10][C:11]1[S:12][CH:13]=[CH:14][CH:15]=1)=O)(C)C.CN(C(O[N:41]1N=N[C:43]2[CH:44]=CC=N[C:42]1=2)=[N+](C)C)C.F[P-](F)(F)(F)(F)F.CCN(C(C)C)C(C)C.C(N)CC.[C:70]([OH:76])([C:72]([F:75])([F:74])[F:73])=[O:71]. Product: [F:73][C:72]([F:75])([F:74])[C:70]([OH:76])=[O:71].[C:27]1([CH2:26][CH2:25][C@H:19]([NH:18][C:16](=[O:17])[C@H:9]([CH2:10][C:11]2[S:12][CH:13]=[CH:14][CH:15]=2)[NH2:8])/[CH:20]=[CH:21]/[C:22]([NH:41][CH2:42][CH2:43][CH3:44])=[O:24])[CH:28]=[CH:29][CH:30]=[CH:31][CH:32]=1. The catalyst class is: 85.